This data is from Catalyst prediction with 721,799 reactions and 888 catalyst types from USPTO. The task is: Predict which catalyst facilitates the given reaction. (1) Reactant: [CH3:1][C:2]1[N:6]2[CH2:7][CH:8]([CH2:18][C:19]3[CH:24]=[CH:23][CH:22]=[CH:21][CH:20]=3)[N:9](CC3C=CC=CC=3)[CH2:10][C:5]2=[N:4][CH:3]=1.C([O-])=O.[NH4+]. Product: [CH3:1][C:2]1[N:6]2[CH2:7][CH:8]([CH2:18][C:19]3[CH:24]=[CH:23][CH:22]=[CH:21][CH:20]=3)[NH:9][CH2:10][C:5]2=[N:4][CH:3]=1. The catalyst class is: 29. (2) Reactant: O[C:2]1[C:11]2[C:6](=[N:7][CH:8]=[CH:9][CH:10]=2)[N:5]([C:12]2[CH:17]=[CH:16][CH:15]=[CH:14][CH:13]=2)[C:4](=[O:18])[C:3]=1[C:19](=O)[CH2:20][CH2:21][C:22]1[CH:27]=[CH:26][CH:25]=[C:24]([C:28]#[N:29])[CH:23]=1.O.[NH2:32][NH2:33]. Product: [C:28]([C:24]1[CH:23]=[C:22]([CH2:21][CH2:20][C:19]2[C:3]3[C:4](=[O:18])[N:5]([C:12]4[CH:17]=[CH:16][CH:15]=[CH:14][CH:13]=4)[C:6]4[N:7]=[CH:8][CH:9]=[CH:10][C:11]=4[C:2]=3[NH:33][N:32]=2)[CH:27]=[CH:26][CH:25]=1)#[N:29]. The catalyst class is: 3. (3) Reactant: [Cl:1][C:2]1[CH:7]=[CH:6][C:5]([CH:8]([NH:19][C:20]2[CH:29]=[CH:28][CH:27]=[C:26]3[C:21]=2[CH:22]=[CH:23][C:24]([CH3:30])=[N:25]3)[C:9]([CH2:15][S:16][CH2:17][CH3:18])([C:11]([F:14])([F:13])[F:12])[OH:10])=[C:4]([F:31])[C:3]=1[O:32]C.B(Br)(Br)Br. Product: [Cl:1][C:2]1[CH:7]=[CH:6][C:5]([CH:8]([NH:19][C:20]2[CH:29]=[CH:28][CH:27]=[C:26]3[C:21]=2[CH:22]=[CH:23][C:24]([CH3:30])=[N:25]3)[C:9]([CH2:15][S:16][CH2:17][CH3:18])([C:11]([F:12])([F:14])[F:13])[OH:10])=[C:4]([F:31])[C:3]=1[OH:32]. The catalyst class is: 4. (4) Reactant: C(OC([N:8](C(OC(C)(C)C)=O)[C:9]1[N:10]=[CH:11][C:12]([C:26]2[CH2:31][CH2:30][N:29](C(OC(C)(C)C)=O)[CH2:28][CH:27]=2)=[N:13][C:14]=1[C:15]1[O:16][C:17]([C:20]2[CH:25]=[CH:24][CH:23]=[CH:22][CH:21]=2)=[N:18][N:19]=1)=O)(C)(C)C.C(O)(C(F)(F)F)=O. Product: [C:20]1([C:17]2[O:16][C:15]([C:14]3[C:9]([NH2:8])=[N:10][CH:11]=[C:12]([C:26]4[CH2:31][CH2:30][NH:29][CH2:28][CH:27]=4)[N:13]=3)=[N:19][N:18]=2)[CH:21]=[CH:22][CH:23]=[CH:24][CH:25]=1. The catalyst class is: 2. (5) Reactant: [NH2:1][C:2]1[C:7]2[N:8]=[C:9]([S:24][C:25]3[C:33]([Cl:34])=[CH:32][C:28]4[O:29][CH2:30][O:31][C:27]=4[CH:26]=3)[N:10]([CH2:11][CH2:12][N:13]3C(=O)C4C(=CC=CC=4)C3=O)[C:6]=2[CH:5]=[CH:4][N:3]=1. Product: [NH2:13][CH2:12][CH2:11][N:10]1[C:6]2[CH:5]=[CH:4][N:3]=[C:2]([NH2:1])[C:7]=2[N:8]=[C:9]1[S:24][C:25]1[C:33]([Cl:34])=[CH:32][C:28]2[O:29][CH2:30][O:31][C:27]=2[CH:26]=1. The catalyst class is: 497. (6) Reactant: [CH2:1]([O:3][C:4]([C:6]1[C:10]([CH3:11])=[C:9]([C:12]2[CH:17]=[CH:16][C:15]([Cl:18])=[CH:14][CH:13]=2)[NH:8][N:7]=1)=[O:5])[CH3:2].[OH-].[K+].[CH3:21]I. Product: [CH2:1]([O:3][C:4]([C:6]1[N:7]([CH3:21])[N:8]=[C:9]([C:12]2[CH:13]=[CH:14][C:15]([Cl:18])=[CH:16][CH:17]=2)[C:10]=1[CH3:11])=[O:5])[CH3:2].[CH2:1]([O:3][C:4]([C:6]1[C:10]([CH3:11])=[C:9]([C:12]2[CH:13]=[CH:14][C:15]([Cl:18])=[CH:16][CH:17]=2)[N:8]([CH3:21])[N:7]=1)=[O:5])[CH3:2]. The catalyst class is: 8. (7) Reactant: [CH3:1][C:2]([C:4]1[CH:9]=[CH:8][C:7]([Cl:10])=[CH:6][C:5]=1Br)=[O:3].[C:12]([OH:15])(=[O:14])[CH3:13].C(N(CC)CC)C. Product: [Cl:10][C:7]1[CH:8]=[CH:9][C:4]([C:2](=[O:3])[CH2:1][O:15][C:12](=[O:14])[CH3:13])=[CH:5][CH:6]=1. The catalyst class is: 10. (8) Reactant: [F:1][C:2]1[C:10]2[NH:9][C:8]3[CH2:11][CH2:12][N:13]([C:15]([C:17]4[CH:22]=[C:21]([S:23]([CH3:26])(=[O:25])=[O:24])[CH:20]=[CH:19][C:18]=4[O:27][CH:28]([CH3:30])[CH3:29])=[O:16])[CH2:14][C:7]=3[C:6]=2[CH:5]=[CH:4][CH:3]=1.[CH3:31][S:32](Cl)(=[O:34])=[O:33].C(N(CC)CC)C. Product: [F:1][C:2]1[C:10]2[N:9]([S:32]([CH3:31])(=[O:34])=[O:33])[C:8]3[CH2:11][CH2:12][N:13]([C:15]([C:17]4[CH:22]=[C:21]([S:23]([CH3:26])(=[O:25])=[O:24])[CH:20]=[CH:19][C:18]=4[O:27][CH:28]([CH3:30])[CH3:29])=[O:16])[CH2:14][C:7]=3[C:6]=2[CH:5]=[CH:4][CH:3]=1. The catalyst class is: 4.